Dataset: Peptide-MHC class I binding affinity with 185,985 pairs from IEDB/IMGT. Task: Regression. Given a peptide amino acid sequence and an MHC pseudo amino acid sequence, predict their binding affinity value. This is MHC class I binding data. (1) The peptide sequence is NLDLFMSHVK. The MHC is HLA-A31:01 with pseudo-sequence HLA-A31:01. The binding affinity (normalized) is 0.172. (2) The peptide sequence is TDVKRYTTGG. The MHC is Mamu-B08 with pseudo-sequence Mamu-B08. The binding affinity (normalized) is 0. (3) The peptide sequence is NFDYPFFRK. The MHC is HLA-A33:01 with pseudo-sequence HLA-A33:01. The binding affinity (normalized) is 0.470. (4) The peptide sequence is QGLIQYPTA. The MHC is HLA-A02:01 with pseudo-sequence HLA-A02:01. The binding affinity (normalized) is 0.00759. (5) The peptide sequence is KQSSFLSSL. The MHC is HLA-B15:01 with pseudo-sequence HLA-B15:01. The binding affinity (normalized) is 0.579.